This data is from Forward reaction prediction with 1.9M reactions from USPTO patents (1976-2016). The task is: Predict the product of the given reaction. (1) The product is: [C:1]12([C:11]3[CH:12]=[C:13]([C:18]4[CH:19]=[C:20]([CH:23]=[CH:24][C:25]=4[F:26])[CH:21]=[C:33]4[S:27][C:28]([N:34]5[CH2:39][CH2:38][O:37][CH2:36][CH2:35]5)=[N:30][C:31]4=[O:32])[CH:14]=[CH:15][C:16]=3[OH:17])[CH2:8][CH:7]3[CH2:6][CH:5]([CH2:4][CH:3]([CH2:9]3)[CH2:2]1)[CH2:10]2. Given the reactants [C:1]12([C:11]3[CH:12]=[C:13]([C:18]4[CH:19]=[C:20]([CH:23]=[CH:24][C:25]=4[F:26])[CH:21]=O)[CH:14]=[CH:15][C:16]=3[OH:17])[CH2:10][CH:5]3[CH2:6][CH:7]([CH2:9][CH:3]([CH2:4]3)[CH2:2]1)[CH2:8]2.[S:27]1[CH2:33][C:31](=[O:32])[NH:30][C:28]1=S.[NH:34]1[CH2:39][CH2:38][O:37][CH2:36][CH2:35]1, predict the reaction product. (2) Given the reactants [CH:1]1([N:7]([C@H:29]2[CH2:34][CH2:33][C@H:32]([CH3:35])[CH2:31][CH2:30]2)[C:8](=[O:28])[NH:9][C:10]2[S:11][C:12]([S:15]([N:18](C)[CH2:19][C:20]([N:22](CC)[CH2:23]C)=[O:21])(=[O:17])=[O:16])=[CH:13][N:14]=2)[CH2:6][CH2:5][CH2:4][CH2:3][CH2:2]1.C1(N([C@H]2CC[C@H](C)CC2)C(=O)NC2SC(S(NCC(O)=O)(=O)=O)=CN=2)CCCCC1.CN, predict the reaction product. The product is: [CH:1]1([N:7]([C@H:29]2[CH2:34][CH2:33][C@H:32]([CH3:35])[CH2:31][CH2:30]2)[C:8](=[O:28])[NH:9][C:10]2[S:11][C:12]([S:15]([NH:18][CH2:19][C:20]([NH:22][CH3:23])=[O:21])(=[O:16])=[O:17])=[CH:13][N:14]=2)[CH2:2][CH2:3][CH2:4][CH2:5][CH2:6]1. (3) Given the reactants [CH2:1]([NH:8][CH2:9][CH2:10][OH:11])[C:2]1[CH:7]=[CH:6][CH:5]=[CH:4][CH:3]=1.[CH3:12][NH:13][C:14](NC)=[O:15], predict the reaction product. The product is: [CH2:1]([N:8]([CH2:9][CH2:10][OH:11])[C:14]([NH:13][CH3:12])=[O:15])[C:2]1[CH:7]=[CH:6][CH:5]=[CH:4][CH:3]=1. (4) Given the reactants [CH3:13][C:12]([O:11][C:9](O[C:9]([O:11][C:12]([CH3:15])([CH3:14])[CH3:13])=[O:10])=[O:10])([CH3:15])[CH3:14].[Cl:16][C:17]1[C:22]([NH2:23])=[CH:21][C:20]([Cl:24])=[CH:19][N:18]=1.C[Si]([N-][Si](C)(C)C)(C)C.[Na+].[Cl-].[Cl-].[Ca+2].Cl, predict the reaction product. The product is: [Cl:16][C:17]1[C:22]([NH:23][C:9](=[O:10])[O:11][C:12]([CH3:13])([CH3:14])[CH3:15])=[CH:21][C:20]([Cl:24])=[CH:19][N:18]=1.